From a dataset of NCI-60 drug combinations with 297,098 pairs across 59 cell lines. Regression. Given two drug SMILES strings and cell line genomic features, predict the synergy score measuring deviation from expected non-interaction effect. Drug 1: C1CC(=O)NC(=O)C1N2C(=O)C3=CC=CC=C3C2=O. Drug 2: COC1=C2C(=CC3=C1OC=C3)C=CC(=O)O2. Cell line: NCI-H226. Synergy scores: CSS=5.31, Synergy_ZIP=1.12, Synergy_Bliss=4.90, Synergy_Loewe=4.91, Synergy_HSA=3.04.